From a dataset of HIV replication inhibition screening data with 41,000+ compounds from the AIDS Antiviral Screen. Binary Classification. Given a drug SMILES string, predict its activity (active/inactive) in a high-throughput screening assay against a specified biological target. (1) The drug is COc1ccc2c(c1)C(C)(C)Oc1cc3oc(C(=O)O)cc(=O)c3cc1-2. The result is 0 (inactive). (2) The compound is CCCCCCC=CCCCCCCCCC(=O)c1cccc(OC)c1OC. The result is 0 (inactive). (3) The compound is O=C(C=Cc1ccc([N+](=O)[O-])cc1)c1nc2ccccc2[nH]1. The result is 0 (inactive). (4) The drug is COc1cc(CC(=O)O)c(C(=O)c2ccc([N+](=O)[O-])cc2)cc1OC. The result is 0 (inactive). (5) The drug is NS(=O)(=O)c1nnc(NS(=O)(=O)c2ccccc2C(=O)O)s1. The result is 0 (inactive). (6) The molecule is COc1cc2c(c(OC)c1OC)C(=O)C(O)C2NC(=O)CCCCl. The result is 0 (inactive).